From a dataset of Catalyst prediction with 721,799 reactions and 888 catalyst types from USPTO. Predict which catalyst facilitates the given reaction. The catalyst class is: 84. Reactant: [CH3:1]N(C=O)C.[Br:6][C:7]1[CH:12]=[CH:11][C:10]([S:13]([NH:16][C:17]([CH3:20])([CH3:19])[CH3:18])(=[O:15])=[O:14])=[CH:9][CH:8]=1.IC.C([O-])([O-])=O.[K+].[K+]. Product: [Br:6][C:7]1[CH:8]=[CH:9][C:10]([S:13]([N:16]([C:17]([CH3:20])([CH3:19])[CH3:18])[CH3:1])(=[O:15])=[O:14])=[CH:11][CH:12]=1.